The task is: Predict the reactants needed to synthesize the given product.. This data is from Full USPTO retrosynthesis dataset with 1.9M reactions from patents (1976-2016). (1) Given the product [CH3:12][O:11][C:3]1[CH:4]=[C:5]([N+:8]([O-:10])=[O:9])[CH:6]=[CH:7][C:2]=1[N:17]1[CH2:18][CH2:19][N:14]([CH3:13])[CH2:15][CH2:16]1, predict the reactants needed to synthesize it. The reactants are: Cl[C:2]1[CH:7]=[CH:6][C:5]([N+:8]([O-:10])=[O:9])=[CH:4][C:3]=1[O:11][CH3:12].[CH3:13][N:14]1[CH2:19][CH2:18][NH:17][CH2:16][CH2:15]1. (2) The reactants are: F[C:2]1[CH:7]=[CH:6][C:5]([S:8]([CH3:11])(=[O:10])=[O:9])=[CH:4][CH:3]=1.[Cl:12][C:13]1[C:21]2[N:20]=[C:19]([CH3:22])[N:18]([C:23]3[CH:24]=[C:25]([OH:29])[CH:26]=[CH:27][CH:28]=3)[C:17]=2[CH:16]=[CH:15][CH:14]=1. Given the product [Cl:12][C:13]1[C:21]2[N:20]=[C:19]([CH3:22])[N:18]([C:23]3[CH:28]=[CH:27][CH:26]=[C:25]([O:29][C:2]4[CH:7]=[CH:6][C:5]([S:8]([CH3:11])(=[O:10])=[O:9])=[CH:4][CH:3]=4)[CH:24]=3)[C:17]=2[CH:16]=[CH:15][CH:14]=1, predict the reactants needed to synthesize it. (3) Given the product [CH3:6][N:7]1[CH2:14][C@@H:13]2[C@@H:9]([N:10]([C:15]3[CH:20]=[C:19]([O:21][CH3:22])[C:18]([NH:23][C:24]4[N:29]=[C:28]([C:30]5[C:38]6[C:33](=[CH:34][CH:35]=[CH:36][CH:37]=6)[N:32]([CH3:39])[CH:31]=5)[CH:27]=[CH:26][N:25]=4)=[CH:17][C:16]=3[NH:40][C:1](=[O:4])[CH:2]=[CH2:3])[CH2:11][CH2:12]2)[CH2:8]1, predict the reactants needed to synthesize it. The reactants are: [C:1](Cl)(=[O:4])[CH:2]=[CH2:3].[CH3:6][N:7]1[CH2:14][C@@H:13]2[C@@H:9]([N:10]([C:15]3[CH:20]=[C:19]([O:21][CH3:22])[C:18]([NH:23][C:24]4[N:29]=[C:28]([C:30]5[C:38]6[C:33](=[CH:34][CH:35]=[CH:36][CH:37]=6)[N:32]([CH3:39])[CH:31]=5)[CH:27]=[CH:26][N:25]=4)=[CH:17][C:16]=3[NH2:40])[CH2:11][CH2:12]2)[CH2:8]1. (4) Given the product [CH3:1][O:2][CH2:3][CH:4]([CH2:29][O:30][CH3:31])[O:5][C:6]1[CH:7]=[C:8]([O:18][C:19]2[CH:20]=[N:21][C:22]([S:25]([CH3:28])(=[O:26])=[O:27])=[CH:23][CH:24]=2)[CH:9]=[C:10]2[C:14]=1[NH:13][C:12]([C:15]1[S:17][CH:34]([CH2:33][C:32]([O:37][CH2:38][CH3:39])=[O:36])[CH2:35][N:16]=1)=[CH:11]2, predict the reactants needed to synthesize it. The reactants are: [CH3:1][O:2][CH2:3][CH:4]([CH2:29][O:30][CH3:31])[O:5][C:6]1[CH:7]=[C:8]([O:18][C:19]2[CH:20]=[N:21][C:22]([S:25]([CH3:28])(=[O:27])=[O:26])=[CH:23][CH:24]=2)[CH:9]=[C:10]2[C:14]=1[NH:13][C:12]([C:15](=[S:17])[NH2:16])=[CH:11]2.[C:32]([O:37][CH2:38][CH3:39])(=[O:36])[C:33]#[C:34][CH3:35].C(P(CCCC)CCCC)CCC.O1CCCC1. (5) Given the product [Br:41][C:38]1[CH:39]=[CH:40][C:35]([C:33]2[N:26]=[C:27]([NH:1][CH:2]3[CH2:7][CH2:6][CH:5]([C:8]([OH:10])=[O:9])[CH2:4][CH2:3]3)[S:28][CH:32]=2)=[CH:36][CH:37]=1, predict the reactants needed to synthesize it. The reactants are: [NH2:1][C@@H:2]1[CH2:7][CH2:6][C@H:5]([C:8]([OH:10])=[O:9])[CH2:4][CH2:3]1.C(N(CC)CC)C.C([N:26]=[C:27]=[S:28])(=O)C1C=CC=CC=1.[OH-].[Li+].Br[CH2:32][C:33]([C:35]1[CH:40]=[CH:39][C:38]([Br:41])=[CH:37][CH:36]=1)=O.Cl. (6) Given the product [C:10]([NH:1][C:2]1[S:3][CH:4]=[CH:5][C:6]=1[C:7]([NH2:9])=[O:8])(=[O:12])[CH3:11], predict the reactants needed to synthesize it. The reactants are: [NH2:1][C:2]1[S:3][CH:4]=[CH:5][C:6]=1[C:7]([NH2:9])=[O:8].[C:10](Cl)(=[O:12])[CH3:11]. (7) Given the product [Cl:34][C:35]1[CH:40]=[CH:39][CH:38]=[CH:37][C:36]=1[S:41][C@H:14]1[CH2:18][N:17]([C:19]([O:21][C:22]([CH3:23])([CH3:24])[CH3:25])=[O:20])[C@H:16]([C:26]([O:28][CH3:29])=[O:27])[CH2:15]1, predict the reactants needed to synthesize it. The reactants are: [N+](C1C=C(S(O[C@@H:14]2[CH2:18][N:17]([C:19]([O:21][C:22]([CH3:25])([CH3:24])[CH3:23])=[O:20])[C@H:16]([C:26]([O:28][CH3:29])=[O:27])[CH2:15]2)(=O)=O)C=CC=1)([O-])=O.C(#N)CC.[Cl:34][C:35]1[CH:40]=[CH:39][CH:38]=[CH:37][C:36]=1[SH:41].C(N(CC)CC)C. (8) Given the product [NH2:23][C:21]1[N:22]=[C:14]([OH:16])[C:13]([C:11]#[N:12])=[C:6]([C:5]2[CH:8]=[CH:9][CH:10]=[C:3]([O:2][CH3:1])[CH:4]=2)[N:20]=1, predict the reactants needed to synthesize it. The reactants are: [CH3:1][O:2][C:3]1[CH:4]=[C:5]([CH:8]=[CH:9][CH:10]=1)[CH:6]=O.[C:11]([CH2:13][C:14]([O:16]CC)=O)#[N:12].Cl.[NH2:20][C:21]([NH2:23])=[NH:22].C(=O)([O-])[O-].[K+].[K+].